From a dataset of CYP2C9 inhibition data for predicting drug metabolism from PubChem BioAssay. Regression/Classification. Given a drug SMILES string, predict its absorption, distribution, metabolism, or excretion properties. Task type varies by dataset: regression for continuous measurements (e.g., permeability, clearance, half-life) or binary classification for categorical outcomes (e.g., BBB penetration, CYP inhibition). Dataset: cyp2c9_veith. (1) The drug is CN(C)c1ccc(/C=N/N2C(=S)SC(C)(C)C2N(O)C(=O)Nc2ccc([N+](=O)[O-])cc2)cc1. The result is 1 (inhibitor). (2) The molecule is OC[C@@H]1NC[C@@H](O)[C@@H](O)[C@H]1O. The result is 0 (non-inhibitor). (3) The molecule is CNC(=O)[C@@H]1O[C@@H](n2cnc3c(NCc4cccc(I)c4)ncnc32)[C@H](O)[C@@H]1O. The result is 0 (non-inhibitor). (4) The compound is COC(=O)[C@@]1(Cc2ccc(OC)cc2)[C@H]2c3cc(C(=O)N(C)C)n(Cc4cc(F)c(F)c(F)c4)c3C[C@H]2CN1C(=O)c1ccccc1. The result is 1 (inhibitor). (5) The molecule is C[C@H]1CC[C@@H]2[C@@H](C)C(=O)O[C@H]3O[C@@]4(C)CC[C@H]1[C@@]32OO4. The result is 0 (non-inhibitor). (6) The drug is C[C@@H](NC(=O)C1(N)CCCC1)C(=O)O. The result is 0 (non-inhibitor).